Dataset: Forward reaction prediction with 1.9M reactions from USPTO patents (1976-2016). Task: Predict the product of the given reaction. (1) Given the reactants [NH2:1][CH:2]([C:7]1[CH:8]=[N:9][CH:10]=[C:11]([Br:13])[CH:12]=1)[CH2:3][C:4]([OH:6])=[O:5].S(Cl)(Cl)=O.[CH3:18]O, predict the reaction product. The product is: [CH3:18][O:5][C:4](=[O:6])[CH2:3][CH:2]([NH2:1])[C:7]1[CH:8]=[N:9][CH:10]=[C:11]([Br:13])[CH:12]=1. (2) Given the reactants Cl.Cl.[N:3]1[CH:8]=[CH:7][CH:6]=[CH:5][C:4]=1[CH2:9][C:10]([OH:12])=O.[C:13]1([NH2:20])[CH:18]=[CH:17][C:16]([NH2:19])=[CH:15][CH:14]=1.O.ON1C2C=CC=CC=2N=N1.Cl.CN(C)CCCN=C=NCC, predict the reaction product. The product is: [NH2:19][C:16]1[CH:17]=[CH:18][C:13]([NH:20][C:10](=[O:12])[CH2:9][C:4]2[CH:5]=[CH:6][CH:7]=[CH:8][N:3]=2)=[CH:14][CH:15]=1. (3) Given the reactants [Cl:1][C:2]1[CH:7]=[CH:6][C:5]([S:8]([NH:11][C@H:12]([C:15]2[CH:20]=[CH:19][CH:18]=[CH:17][CH:16]=2)[CH2:13][OH:14])(=[O:10])=[O:9])=[CH:4][CH:3]=1.[C:21](OC(=O)C)(=[O:23])[CH3:22], predict the reaction product. The product is: [C:21]([O:14][CH2:13][C@H:12]([NH:11][S:8]([C:5]1[CH:6]=[CH:7][C:2]([Cl:1])=[CH:3][CH:4]=1)(=[O:9])=[O:10])[C:15]1[CH:16]=[CH:17][CH:18]=[CH:19][CH:20]=1)(=[O:23])[CH3:22]. (4) Given the reactants Cl[C:2]1[N:10]=[C:9]2[C:5]([N:6]=[CH:7][N:8]2[CH3:11])=[C:4]([NH:12][C:13]2[CH:18]=[CH:17][CH:16]=[CH:15][CH:14]=2)[N:3]=1.[NH2:19][C@H:20]([CH2:23][CH3:24])[CH2:21][OH:22], predict the reaction product. The product is: [CH3:11][N:8]1[CH:7]=[N:6][C:5]2[C:9]1=[N:10][C:2]([NH:19][C@H:20]([CH2:23][CH3:24])[CH2:21][OH:22])=[N:3][C:4]=2[NH:12][C:13]1[CH:18]=[CH:17][CH:16]=[CH:15][CH:14]=1. (5) Given the reactants [Mn]([O-])(=O)(=O)=O.[K+].CC(C)=[O:9].[C:11]([O:15][CH2:16][CH3:17])(=[O:14])[CH:12]=[CH2:13].[OH2:18], predict the reaction product. The product is: [C:11]([O:15][CH2:16][CH3:17])(=[O:14])[CH:12]([CH2:13][OH:9])[OH:18]. (6) Given the reactants [Br:1]Br.[N:3]1[CH:4]=[CH:5][N:6]2[C:11]=1[CH:10]=[CH:9][CH:8]=[N:7]2.[OH-].[Na+].C(=O)(O)[O-].[Na+], predict the reaction product. The product is: [Br:1][C:5]1[N:6]2[N:7]=[CH:8][CH:9]=[CH:10][C:11]2=[N:3][CH:4]=1. (7) The product is: [CH2:28]([O:35][C:36]1[CH:62]=[CH:61][C:39]([C:40]([O:42][C:43]2[CH:48]=[CH:47][C:46]([CH2:49][N:50]([CH2:51][C:52]([OH:54])=[O:53])[C:66](=[O:70])[C:4]3[CH:8]=[CH:9][C:10]([NH:12][C:13](=[O:27])[CH2:14][C:15]4[CH:20]=[CH:19][C:18]([O:21][CH3:22])=[CH:17][C:16]=4[C:23]([F:24])([F:26])[F:25])=[CH:11][C:3]=3[O:2][CH3:1])=[C:45]([O:59][CH3:60])[CH:44]=2)=[O:41])=[CH:38][CH:37]=1)[CH2:29][CH2:30][CH2:31][CH2:32][CH2:33][CH3:34]. Given the reactants [CH3:1][O:2][C:3]1[CH:11]=[C:10]([NH:12][C:13](=[O:27])[CH2:14][C:15]2[CH:20]=[CH:19][C:18]([O:21][CH3:22])=[CH:17][C:16]=2[C:23]([F:26])([F:25])[F:24])[CH:9]=[CH:8][C:4]=1C(O)=O.[CH2:28]([O:35][C:36]1[CH:62]=[CH:61][C:39]([C:40]([O:42][C:43]2[CH:48]=[CH:47][C:46]([CH2:49][NH:50][CH2:51][C:52]([O:54]C(C)(C)C)=[O:53])=[C:45]([O:59][CH3:60])[CH:44]=2)=[O:41])=[CH:38][CH:37]=1)[CH2:29][CH2:30][CH2:31][CH2:32][CH2:33][CH3:34].CN([C:66]([O:70]N1N=NC2C=CC=NC1=2)=[N+](C)C)C.F[P-](F)(F)(F)(F)F, predict the reaction product. (8) Given the reactants Br[C:2]1[CH:10]=[CH:9][C:5]([C:6]([OH:8])=[O:7])=[C:4]([CH3:11])[CH:3]=1.C([Li])CCC.CN(C)[CH:19]=[O:20], predict the reaction product. The product is: [CH:19]([C:2]1[CH:10]=[CH:9][C:5]([C:6]([OH:8])=[O:7])=[C:4]([CH3:11])[CH:3]=1)=[O:20]. (9) Given the reactants [NH2:1][C@H:2]([CH:5]([CH3:7])[CH3:6])[CH2:3][OH:4].[Cl:8][C:9]1[CH:14]=[N:13][CH:12]=[C:11](Cl)[N:10]=1, predict the reaction product. The product is: [Cl:8][C:9]1[N:10]=[C:11]([NH:1][C@H:2]([CH:5]([CH3:7])[CH3:6])[CH2:3][OH:4])[CH:12]=[N:13][CH:14]=1.